From a dataset of Forward reaction prediction with 1.9M reactions from USPTO patents (1976-2016). Predict the product of the given reaction. (1) Given the reactants [F:1][C:2]1[CH:7]=[CH:6][C:5]([C:8]2[CH:9]=[C:10]3[C:14](=[C:15]([C:17]([NH2:19])=[O:18])[CH:16]=2)[NH:13][CH:12]=[C:11]3[CH:20]2[CH2:25][CH2:24][NH:23][CH2:22][CH2:21]2)=[CH:4][CH:3]=1.[CH2:26]([S:28](Cl)(=[O:30])=[O:29])[CH3:27].C(N(CC)CC)C, predict the reaction product. The product is: [CH2:26]([S:28]([N:23]1[CH2:24][CH2:25][CH:20]([C:11]2[C:10]3[C:14](=[C:15]([C:17]([NH2:19])=[O:18])[CH:16]=[C:8]([C:5]4[CH:4]=[CH:3][C:2]([F:1])=[CH:7][CH:6]=4)[CH:9]=3)[NH:13][CH:12]=2)[CH2:21][CH2:22]1)(=[O:30])=[O:29])[CH3:27]. (2) The product is: [CH:1]1([CH2:6][N:7]([CH2:20][CH3:21])[C:8]2[C:13]([CH:14]=[O:15])=[CH:12][C:11]([C:16]([F:19])([F:17])[F:18])=[CH:10][N:9]=2)[CH2:2][CH2:3][CH2:4][CH2:5]1. Given the reactants [CH:1]1([CH2:6][N:7]([CH2:20][CH3:21])[C:8]2[C:13]([CH2:14][OH:15])=[CH:12][C:11]([C:16]([F:19])([F:18])[F:17])=[CH:10][N:9]=2)[CH2:5][CH2:4][CH2:3][CH2:2]1, predict the reaction product. (3) Given the reactants Br[CH2:2][CH2:3][CH2:4][CH2:5][CH2:6][CH2:7][C:8]1[CH:13]=[CH:12][CH:11]=[CH:10][CH:9]=1.[P:14]([O:21]CC)([O:18]CC)[O:15]CC.[Br-], predict the reaction product. The product is: [C:8]1([CH2:7][CH2:6][CH2:5][CH2:4][CH2:3][CH2:2][P:14](=[O:15])([OH:21])[OH:18])[CH:13]=[CH:12][CH:11]=[CH:10][CH:9]=1.